This data is from Forward reaction prediction with 1.9M reactions from USPTO patents (1976-2016). The task is: Predict the product of the given reaction. (1) Given the reactants [NH2:1][C:2]1[C:7]([C:8]#[N:9])=[C:6]([C:10]2[CH:15]=[CH:14][C:13]([O:16][CH2:17][CH2:18][OH:19])=[CH:12][CH:11]=2)[C:5]([C:20]#[N:21])=[C:4](SC2C=CC=CC=2)[N:3]=1.[OH-:29].[Na+], predict the reaction product. The product is: [NH2:1][C:2]1[NH:3][C:4](=[O:29])[C:5]([C:20]#[N:21])=[C:6]([C:10]2[CH:15]=[CH:14][C:13]([O:16][CH2:17][CH2:18][OH:19])=[CH:12][CH:11]=2)[C:7]=1[C:8]#[N:9]. (2) Given the reactants C([O:3][CH2:4][CH2:5][O:6][NH:7][C:8]([C:10]1[CH:15]=[CH:14][N:13]2[CH:16]=[N:17][CH:18]=[C:12]2[C:11]=1[NH:19][C:20]1[CH:25]=[CH:24][C:23]([I:26])=[CH:22][C:21]=1[F:27])=[O:9])=C, predict the reaction product. The product is: [OH:3][CH2:4][CH2:5][O:6][NH:7][C:8]([C:10]1[CH:15]=[CH:14][N:13]2[CH:16]=[N:17][CH:18]=[C:12]2[C:11]=1[NH:19][C:20]1[CH:25]=[CH:24][C:23]([I:26])=[CH:22][C:21]=1[F:27])=[O:9]. (3) Given the reactants [C:1](=[O:4])([O-])[O-].[K+].[K+].[F:7][C:8]1[CH:9]=[C:10](O)[CH:11]=[CH:12][C:13]=1[N+:14]([O-:16])=[O:15].CI, predict the reaction product. The product is: [F:7][C:8]1[CH:9]=[C:10]([O:4][CH3:1])[CH:11]=[CH:12][C:13]=1[N+:14]([O-:16])=[O:15]. (4) Given the reactants CC1(C)C(C)(C)OB([C:9]2[CH:17]=[C:16]([C:18]([F:21])([F:20])[F:19])[CH:15]=[C:14]3[C:10]=2[CH:11]=[N:12][NH:13]3)O1.[NH2:23][C:24]1[C:29]([C:30]([N:32]2[CH2:37][CH2:36][N:35]([CH3:38])[CH2:34][CH2:33]2)=[O:31])=[CH:28][C:27](Br)=[CH:26][N:25]=1.[C:40](=[O:43])([O-])[O-:41].[Na+].[Na+], predict the reaction product. The product is: [C:40]([OH:41])([C:18]([F:21])([F:20])[F:19])=[O:43].[NH2:23][C:24]1[C:29]([C:30]([N:32]2[CH2:33][CH2:34][N:35]([CH3:38])[CH2:36][CH2:37]2)=[O:31])=[CH:28][C:27]([C:9]2[CH:17]=[C:16]([C:18]([F:19])([F:20])[F:21])[CH:15]=[C:14]3[C:10]=2[CH:11]=[N:12][NH:13]3)=[CH:26][N:25]=1. (5) Given the reactants [CH2:1]([O:8][C:9](=[O:45])[NH:10][C@H:11]([C:13](=[O:44])[NH:14][CH:15]([C:21](=[O:43])[NH:22][C@@H:23]([CH2:36][C:37]1[CH:42]=[CH:41][CH:40]=[CH:39][CH:38]=1)[CH:24]([C:26](=[O:35])[NH:27][CH2:28][C:29]1[CH:34]=[CH:33][CH:32]=[CH:31][CH:30]=1)[OH:25])[CH2:16][C:17]([F:20])([F:19])[F:18])[CH3:12])[C:2]1[CH:7]=[CH:6][CH:5]=[CH:4][CH:3]=1.CC(OI1(OC(C)=O)(OC(C)=O)OC(=O)C2C=CC=CC1=2)=O, predict the reaction product. The product is: [CH2:1]([O:8][C:9](=[O:45])[NH:10][C@H:11]([C:13](=[O:44])[NH:14][CH:15]([C:21](=[O:43])[NH:22][C@@H:23]([CH2:36][C:37]1[CH:42]=[CH:41][CH:40]=[CH:39][CH:38]=1)[C:24]([C:26](=[O:35])[NH:27][CH2:28][C:29]1[CH:30]=[CH:31][CH:32]=[CH:33][CH:34]=1)=[O:25])[CH2:16][C:17]([F:20])([F:19])[F:18])[CH3:12])[C:2]1[CH:3]=[CH:4][CH:5]=[CH:6][CH:7]=1. (6) Given the reactants [OH:1][CH:2]1[CH2:7][CH2:6][N:5]([C:8]([O:10][C:11]([CH3:14])([CH3:13])[CH3:12])=[O:9])[CH2:4][CH2:3]1.[H-].[Na+].F[C:18]1[CH:19]=[C:20]([CH:23]=[CH:24][CH:25]=1)[C:21]#[N:22], predict the reaction product. The product is: [C:21]([C:20]1[CH:19]=[C:18]([CH:25]=[CH:24][CH:23]=1)[O:1][CH:2]1[CH2:3][CH2:4][N:5]([C:8]([O:10][C:11]([CH3:14])([CH3:13])[CH3:12])=[O:9])[CH2:6][CH2:7]1)#[N:22]. (7) The product is: [CH:1]([O:4][C:5]1[CH:13]=[C:12]2[C:8]([CH:9]=[CH:10][NH:11]2)=[CH:7][C:6]=1[O:14][C:15]1[CH:20]=[CH:19][N:18]=[C:17]([NH2:21])[CH:16]=1)([CH3:3])[CH3:2]. Given the reactants [CH:1]([O:4][C:5]1[CH:13]=[C:12]2[C:8]([CH:9]=[CH:10][NH:11]2)=[CH:7][C:6]=1[O:14][C:15]1[CH:20]=[CH:19][N:18]=[C:17]([NH:21]C(=O)C)[CH:16]=1)([CH3:3])[CH3:2].C[O-].[Na+].O.C(OCC)(=O)C, predict the reaction product.